The task is: Predict which catalyst facilitates the given reaction.. This data is from Catalyst prediction with 721,799 reactions and 888 catalyst types from USPTO. (1) Reactant: [F:1][C:2]([F:14])([F:13])[C:3]1[CH:7]=[C:6]([C:8](OCC)=O)[NH:5][N:4]=1.[H-].C([Al+]CC(C)C)C(C)C.S([O-])([O-])(=O)=O.[Na+].[Na+].S(Cl)([Cl:34])=O. Product: [Cl:34][CH2:8][C:6]1[NH:5][N:4]=[C:3]([C:2]([F:14])([F:13])[F:1])[CH:7]=1. The catalyst class is: 489. (2) Reactant: [C:1]1(=[O:7])[NH:5][C:4](=[O:6])[CH:3]=[CH:2]1.[C:8]1(=[O:14])[O:13][C:11](=[O:12])[CH:10]=[CH:9]1.CC(=C)C.N(C(C)(C)C#N)=NC(C)(C)C#N. Product: [C:4]1(=[O:6])[NH:5][C:1](=[O:7])[CH:2]=[CH:3]1.[C:11]1(=[O:12])[O:13][C:8](=[O:14])[CH:9]=[CH:10]1. The catalyst class is: 11.